From a dataset of Reaction yield outcomes from USPTO patents with 853,638 reactions. Predict the reaction yield, written as a fraction of the theoretical maximum amount of product (1.0 means a 100% yield; for example, 0.34 means a 34% yield). The reactants are [OH:1][C:2]1[CH:10]=[CH:9][C:8]2[NH:7][C:6]3[CH:11]([CH2:14][C:15]([O:17][CH2:18][CH3:19])=[O:16])[CH2:12][CH2:13][C:5]=3[C:4]=2[CH:3]=1.C(=O)([O-])[O-].[Cs+].[Cs+].Cl[CH2:27][C:28]1[CH:33]=[CH:32][C:31]([CH:34]2[CH2:38][CH2:37][CH2:36][CH2:35]2)=[C:30]([C:39]([F:42])([F:41])[F:40])[CH:29]=1. The catalyst is C(#N)C. The product is [CH:34]1([C:31]2[CH:32]=[CH:33][C:28]([CH2:27][O:1][C:2]3[CH:10]=[CH:9][C:8]4[NH:7][C:6]5[CH:11]([CH2:14][C:15]([O:17][CH2:18][CH3:19])=[O:16])[CH2:12][CH2:13][C:5]=5[C:4]=4[CH:3]=3)=[CH:29][C:30]=2[C:39]([F:40])([F:41])[F:42])[CH2:35][CH2:36][CH2:37][CH2:38]1. The yield is 0.810.